From a dataset of NCI-60 drug combinations with 297,098 pairs across 59 cell lines. Regression. Given two drug SMILES strings and cell line genomic features, predict the synergy score measuring deviation from expected non-interaction effect. (1) Drug 1: CC1C(C(CC(O1)OC2CC(CC3=C2C(=C4C(=C3O)C(=O)C5=C(C4=O)C(=CC=C5)OC)O)(C(=O)CO)O)N)O.Cl. Drug 2: C1C(C(OC1N2C=NC3=C2NC=NCC3O)CO)O. Cell line: OVCAR-5. Synergy scores: CSS=1.65, Synergy_ZIP=1.73, Synergy_Bliss=1.39, Synergy_Loewe=1.94, Synergy_HSA=0.587. (2) Drug 1: C1=C(C(=O)NC(=O)N1)N(CCCl)CCCl. Drug 2: N.N.Cl[Pt+2]Cl. Cell line: OVCAR3. Synergy scores: CSS=7.55, Synergy_ZIP=-7.30, Synergy_Bliss=-4.12, Synergy_Loewe=-10.6, Synergy_HSA=-5.74.